This data is from Reaction yield outcomes from USPTO patents with 853,638 reactions. The task is: Predict the reaction yield, written as a fraction of the theoretical maximum amount of product (1.0 means a 100% yield; for example, 0.34 means a 34% yield). (1) The reactants are Cl[C:2]1[N:7]=[C:6]([Cl:8])[N:5]=[C:4]([Cl:9])[N:3]=1.[Cl:10][C:11]1[CH:16]=[CH:15][CH:14]=[C:13]([Cl:17])[C:12]=1[NH2:18].C([O-])([O-])=O.[K+].[K+]. The catalyst is O1CCOCC1. The product is [Cl:10][C:11]1[CH:16]=[CH:15][CH:14]=[C:13]([Cl:17])[C:12]=1[NH:18][C:2]1[N:7]=[C:6]([Cl:8])[N:5]=[C:4]([Cl:9])[N:3]=1. The yield is 0.912. (2) The reactants are [CH3:1][O:2][C:3]([C:5]1([C:8]2[CH:13]=[CH:12][C:11]([O:14][CH3:15])=[C:10]([CH2:16]Cl)[CH:9]=2)[CH2:7][CH2:6]1)=[O:4].C([O-])([O-])=[O:19].[Na+].[Na+].Cl. The catalyst is O.[N+](CCCC)(CCCC)(CCCC)CCCC.[Br-]. The product is [CH3:1][O:2][C:3]([C:5]1([C:8]2[CH:13]=[CH:12][C:11]([O:14][CH3:15])=[C:10]([CH2:16][OH:19])[CH:9]=2)[CH2:7][CH2:6]1)=[O:4]. The yield is 0.390. (3) The yield is 0.320. The product is [CH3:12][NH:11][S:8]([C:5]1[CH:6]=[CH:7][C:2]([B:17]2[O:18][C:19]([CH3:21])([CH3:20])[C:15]([CH3:31])([CH3:14])[O:16]2)=[C:3]([CH3:13])[CH:4]=1)(=[O:10])=[O:9]. The reactants are Br[C:2]1[CH:7]=[CH:6][C:5]([S:8]([NH:11][CH3:12])(=[O:10])=[O:9])=[CH:4][C:3]=1[CH3:13].[CH3:14][C:15]1([CH3:31])[C:19]([CH3:21])([CH3:20])[O:18][B:17]([B:17]2[O:18][C:19]([CH3:21])([CH3:20])[C:15]([CH3:31])([CH3:14])[O:16]2)[O:16]1.C([O-])(=O)C.[K+]. The catalyst is C1C=CC(P(C2C=CC=CC=2)[C-]2C=CC=C2)=CC=1.C1C=CC(P(C2C=CC=CC=2)[C-]2C=CC=C2)=CC=1.Cl[Pd]Cl.[Fe+2]. (4) The reactants are [Br:1][C:2]1[CH:10]=[CH:9][CH:8]=[C:7]2[C:3]=1[CH:4]([C:22]1[C:27]([OH:28])=[CH:26][CH:25]=[C:24]([O:29][CH3:30])[N:23]=1)[C:5](=[O:21])[N:6]2[CH2:11][C:12]1[O:13][C:14]([C:17]([F:20])([F:19])[F:18])=[CH:15][CH:16]=1.[CH2:31]=[O:32].C(NC(C)C)(C)C. The catalyst is ClCCl. The product is [Br:1][C:2]1[CH:10]=[CH:9][CH:8]=[C:7]2[C:3]=1[C:4]([C:22]1[C:27]([OH:28])=[CH:26][CH:25]=[C:24]([O:29][CH3:30])[N:23]=1)([CH2:31][OH:32])[C:5](=[O:21])[N:6]2[CH2:11][C:12]1[O:13][C:14]([C:17]([F:19])([F:20])[F:18])=[CH:15][CH:16]=1. The yield is 0.710. (5) The reactants are [ClH:1].O1CCOCC1.[CH:8]1([CH2:11][C@H:12]([NH:18]C(=O)OC(C)(C)C)[C:13]([N:15]([CH3:17])[CH3:16])=[O:14])[CH2:10][CH2:9]1. The catalyst is C(O)C. The product is [ClH:1].[NH2:18][C@@H:12]([CH2:11][CH:8]1[CH2:10][CH2:9]1)[C:13]([N:15]([CH3:17])[CH3:16])=[O:14]. The yield is 0.910. (6) The reactants are N[C:2]1[CH:3]=[C:4]([NH:12][C:13]([C:15]2[C:24](=[O:25])[C:23]3[C:18](=[CH:19][CH:20]=[CH:21][CH:22]=3)[NH:17][CH:16]=2)=[O:14])[CH:5]=[CH:6][C:7]=1[C:8]([CH3:11])([CH3:10])[CH3:9].[C:26](O)(=O)C.C=O.[C:32]([BH3-])#[N:33].[Na+]. The catalyst is C(Cl)Cl.CO.CCOCC. The product is [CH3:26][N:33]([CH3:32])[C:2]1[CH:3]=[C:4]([NH:12][C:13]([C:15]2[C:24](=[O:25])[C:23]3[C:18](=[CH:19][CH:20]=[CH:21][CH:22]=3)[NH:17][CH:16]=2)=[O:14])[CH:5]=[CH:6][C:7]=1[C:8]([CH3:11])([CH3:10])[CH3:9]. The yield is 0.170. (7) The reactants are [CH3:1][C:2]([OH:41])([C:4]1[CH:5]=[CH:6][CH:7]=[CH:8][C:9]=1[CH2:10][CH2:11][C@@H:12]([S:32][CH2:33][C:34]1([CH2:37][C:38]([OH:40])=[O:39])[CH2:36][CH2:35]1)[C:13]1[CH:14]=[CH:15][CH:16]=[C:17](/[CH:19]=[CH:20]/[C:21]2[CH:22]=[CH:23][C:24]3[CH:25]=[CH:26][C:27]([Cl:31])=[CH:28][C:29]=3[N:30]=2)[CH:18]=1)[CH3:3].[OH-].[Na+:43].CCCCCCC. The catalyst is C1(C)C=CC=CC=1.CO.C(OCC)(=O)C. The product is [Cl:31][C:27]1[CH:28]=[C:29]2[C:24]([CH:23]=[CH:22][C:21](/[CH:20]=[CH:19]/[C:17]3[CH:18]=[C:13]([C@H:12]([S:32][CH2:33][C:34]4([CH2:37][C:38]([O-:40])=[O:39])[CH2:35][CH2:36]4)[CH2:11][CH2:10][C:9]4[CH:8]=[CH:7][CH:6]=[CH:5][C:4]=4[C:2]([OH:41])([CH3:3])[CH3:1])[CH:14]=[CH:15][CH:16]=3)=[N:30]2)=[CH:25][CH:26]=1.[Na+:43]. The yield is 1.00. (8) The reactants are C([O:5][C:6](=[O:24])[CH2:7][C@@H:8]([NH:13][S:14]([C:17]1[CH:23]=[CH:22][C:20]([CH3:21])=[CH:19][CH:18]=1)(=[O:16])=[O:15])[CH2:9][N:10]=[N+]=[N-])C(C)C.[ClH:25]. No catalyst specified. The product is [ClH:25].[S:14]([NH:13][C@@H:8]([CH2:9][NH2:10])[CH2:7][C:6]([OH:24])=[O:5])([C:17]1[CH:18]=[CH:19][C:20]([CH3:21])=[CH:22][CH:23]=1)(=[O:15])=[O:16]. The yield is 0.320. (9) No catalyst specified. The product is [F:1][C:2]([F:7])([F:6])[CH:3]([O:4][C:44]([N:29]1[CH2:28][CH2:27][CH:26]([N:23]2[C:19]3=[N:20][CH:21]=[N:22][C:17]([O:16][C:15]4[CH:14]=[CH:13][C:12]([S:9]([CH3:8])(=[O:11])=[O:10])=[CH:33][CH:32]=4)=[C:18]3[CH:25]=[N:24]2)[CH2:31][CH2:30]1)=[O:43])[CH3:34]. The reactants are [F:1][C:2]([F:7])([F:6])[C:3](O)=[O:4].[CH3:8][S:9]([C:12]1[CH:33]=[CH:32][C:15]([O:16][C:17]2[N:22]=[CH:21][N:20]=[C:19]3[N:23]([CH:26]4[CH2:31][CH2:30][NH:29][CH2:28][CH2:27]4)[N:24]=[CH:25][C:18]=23)=[CH:14][CH:13]=1)(=[O:11])=[O:10].[CH:34](N(C(C)C)CC)(C)C.[O:43]1CCC[CH2:44]1. The yield is 0.280. (10) The reactants are [CH3:1][C:2]1[S:3][C:4]([C:8]([OH:10])=[O:9])=[C:5]([CH3:7])[N:6]=1.[Li]CCCC.[F:16][C:17]1[CH:22]=[CH:21][C:20]([C:23]2[N:27]=[N:26][N:25]([CH3:28])[C:24]=2[CH:29]=[O:30])=[CH:19][CH:18]=1. The catalyst is C1COCC1. The product is [F:16][C:17]1[CH:18]=[CH:19][C:20]([C:23]2[N:27]=[N:26][N:25]([CH3:28])[C:24]=2[CH:29]([OH:30])[CH2:1][C:2]2[S:3][C:4]([C:8]([OH:10])=[O:9])=[C:5]([CH3:7])[N:6]=2)=[CH:21][CH:22]=1. The yield is 0.770.